Dataset: Forward reaction prediction with 1.9M reactions from USPTO patents (1976-2016). Task: Predict the product of the given reaction. (1) Given the reactants [Cl:1][C:2]1[CH:7]=[CH:6][C:5]([C:8](=[C:12]2[C:20]3[C:15](=[CH:16][CH:17]=[CH:18][CH:19]=3)[N:14]([CH2:21][C:22]3[CH:23]=[C:24]([CH:28]=[CH:29][CH:30]=3)[C:25](O)=[O:26])[C:13]2=[O:31])[CH:9]([CH3:11])[CH3:10])=[CH:4][CH:3]=1.Cl.CN(C)CCCN=C=NCC.[CH3:44][S:45]([NH2:48])(=[O:47])=[O:46], predict the reaction product. The product is: [Cl:1][C:2]1[CH:7]=[CH:6][C:5]([C:8](=[C:12]2[C:20]3[C:15](=[CH:16][CH:17]=[CH:18][CH:19]=3)[N:14]([CH2:21][C:22]3[CH:23]=[C:24]([CH:28]=[CH:29][CH:30]=3)[C:25]([NH:48][S:45]([CH3:44])(=[O:47])=[O:46])=[O:26])[C:13]2=[O:31])[CH:9]([CH3:10])[CH3:11])=[CH:4][CH:3]=1. (2) Given the reactants [C:1](Cl)(=[O:4])[CH:2]=[CH2:3].[CH3:6][N:7]([CH3:40])[C@@H:8]1[CH2:12][CH2:11][N:10]([C:13]2[CH:18]=[C:17]([O:19][CH3:20])[C:16]([NH:21][C:22]3[N:27]=[C:26]([C:28]4[C:36]5[C:31](=[CH:32][CH:33]=[CH:34][CH:35]=5)[N:30]([CH3:37])[CH:29]=4)[C:25]([CH3:38])=[CH:24][N:23]=3)=[CH:15][C:14]=2[NH2:39])[CH2:9]1.CCN(C(C)C)C(C)C, predict the reaction product. The product is: [CH3:40][N:7]([CH3:6])[C@@H:8]1[CH2:12][CH2:11][N:10]([C:13]2[CH:18]=[C:17]([O:19][CH3:20])[C:16]([NH:21][C:22]3[N:27]=[C:26]([C:28]4[C:36]5[C:31](=[CH:32][CH:33]=[CH:34][CH:35]=5)[N:30]([CH3:37])[CH:29]=4)[C:25]([CH3:38])=[CH:24][N:23]=3)=[CH:15][C:14]=2[NH:39][C:1](=[O:4])[CH:2]=[CH2:3])[CH2:9]1. (3) Given the reactants [F:1][C:2]([F:13])([F:12])[C:3]1[CH:4]=[C:5]([CH:9]=[CH:10][CH:11]=1)[C:6](Cl)=[O:7].Cl.[CH3:15][NH:16][CH3:17], predict the reaction product. The product is: [CH3:15][N:16]([CH3:17])[C:6](=[O:7])[C:5]1[CH:9]=[CH:10][CH:11]=[C:3]([C:2]([F:13])([F:12])[F:1])[CH:4]=1.